This data is from Reaction yield outcomes from USPTO patents with 853,638 reactions. The task is: Predict the reaction yield, written as a fraction of the theoretical maximum amount of product (1.0 means a 100% yield; for example, 0.34 means a 34% yield). The reactants are [O:1]=[S:2]1(=[O:20])[CH2:6][CH2:5][CH2:4][N:3]1[C:7]1[CH:12]=[CH:11][C:10]([CH:13]([O:18][CH3:19])[C:14]([O:16]C)=[O:15])=[CH:9][CH:8]=1.[OH-].[Na+]. The catalyst is CO. The product is [O:1]=[S:2]1(=[O:20])[CH2:6][CH2:5][CH2:4][N:3]1[C:7]1[CH:8]=[CH:9][C:10]([CH:13]([O:18][CH3:19])[C:14]([OH:16])=[O:15])=[CH:11][CH:12]=1. The yield is 0.820.